This data is from Forward reaction prediction with 1.9M reactions from USPTO patents (1976-2016). The task is: Predict the product of the given reaction. (1) The product is: [F:15][C:16]1[CH:17]=[CH:18][C:19]([C@@H:22]2[CH2:24][C@H:23]2[C:25]([N:10]2[CH2:9][C@H:8](/[CH:11]=[CH:12]/[CH3:13])[NH:7][C:6](=[O:14])[C@@H:5]2[CH2:1][CH:2]([CH3:4])[CH3:3])=[O:26])=[CH:20][CH:21]=1. Given the reactants [CH2:1]([C@@H:5]1[NH:10][CH2:9][C@H:8]([CH:11]=[CH:12][CH3:13])[NH:7][C:6]1=[O:14])[CH:2]([CH3:4])[CH3:3].[F:15][C:16]1[CH:21]=[CH:20][C:19]([C@@H:22]2[CH2:24][C@H:23]2[C:25](O)=[O:26])=[CH:18][CH:17]=1.C([C@@H]1N(C(=O)/C=C/C2C=CC=CC=2)C[C@H](CC(C)C)NC1=O)C(C)C, predict the reaction product. (2) The product is: [CH:1]1([C:4]2([C:14]3[C:22]4[C:17](=[C:18]([CH2:23][S:24]([CH3:25])=[O:37])[CH:19]=[CH:20][CH:21]=4)[NH:16][CH:15]=3)[C:12]3[C:7](=[CH:8][C:9]([F:13])=[CH:10][CH:11]=3)[CH2:6][CH2:5]2)[CH2:3][CH2:2]1. Given the reactants [CH:1]1([C:4]2([C:14]3[C:22]4[C:17](=[C:18]([CH2:23][S:24][CH3:25])[CH:19]=[CH:20][CH:21]=4)[NH:16][CH:15]=3)[C:12]3[C:7](=[CH:8][C:9]([F:13])=[CH:10][CH:11]=3)[CH2:6][CH2:5]2)[CH2:3][CH2:2]1.ClCCl.ClC1C=CC=C(C(OO)=[O:37])C=1, predict the reaction product.